Dataset: NCI-60 drug combinations with 297,098 pairs across 59 cell lines. Task: Regression. Given two drug SMILES strings and cell line genomic features, predict the synergy score measuring deviation from expected non-interaction effect. (1) Cell line: SN12C. Drug 2: C1C(C(OC1N2C=NC3=C2NC=NCC3O)CO)O. Drug 1: CCC(=C(C1=CC=CC=C1)C2=CC=C(C=C2)OCCN(C)C)C3=CC=CC=C3.C(C(=O)O)C(CC(=O)O)(C(=O)O)O. Synergy scores: CSS=4.91, Synergy_ZIP=0.209, Synergy_Bliss=2.24, Synergy_Loewe=2.85, Synergy_HSA=1.43. (2) Drug 1: CCC1=CC2CC(C3=C(CN(C2)C1)C4=CC=CC=C4N3)(C5=C(C=C6C(=C5)C78CCN9C7C(C=CC9)(C(C(C8N6C)(C(=O)OC)O)OC(=O)C)CC)OC)C(=O)OC.C(C(C(=O)O)O)(C(=O)O)O. Drug 2: CC1=C(C=C(C=C1)NC(=O)C2=CC=C(C=C2)CN3CCN(CC3)C)NC4=NC=CC(=N4)C5=CN=CC=C5. Cell line: NCIH23. Synergy scores: CSS=50.9, Synergy_ZIP=2.17, Synergy_Bliss=2.73, Synergy_Loewe=4.10, Synergy_HSA=4.23. (3) Drug 1: CC12CCC3C(C1CCC2O)C(CC4=C3C=CC(=C4)O)CCCCCCCCCS(=O)CCCC(C(F)(F)F)(F)F. Drug 2: C1CNP(=O)(OC1)N(CCCl)CCCl. Cell line: T-47D. Synergy scores: CSS=6.45, Synergy_ZIP=-2.41, Synergy_Bliss=-1.60, Synergy_Loewe=-8.83, Synergy_HSA=-5.00. (4) Synergy scores: CSS=47.7, Synergy_ZIP=-0.415, Synergy_Bliss=-1.91, Synergy_Loewe=-1.50, Synergy_HSA=2.15. Drug 2: CC1=C2C(C(=O)C3(C(CC4C(C3C(C(C2(C)C)(CC1OC(=O)C(C(C5=CC=CC=C5)NC(=O)C6=CC=CC=C6)O)O)OC(=O)C7=CC=CC=C7)(CO4)OC(=O)C)O)C)OC(=O)C. Cell line: U251. Drug 1: C1=CC(=C2C(=C1NCCNCCO)C(=O)C3=C(C=CC(=C3C2=O)O)O)NCCNCCO. (5) Drug 1: CC12CCC3C(C1CCC2=O)CC(=C)C4=CC(=O)C=CC34C. Drug 2: CC1=C2C(C(=O)C3(C(CC4C(C3C(C(C2(C)C)(CC1OC(=O)C(C(C5=CC=CC=C5)NC(=O)C6=CC=CC=C6)O)O)OC(=O)C7=CC=CC=C7)(CO4)OC(=O)C)O)C)OC(=O)C. Cell line: HS 578T. Synergy scores: CSS=43.9, Synergy_ZIP=-3.31, Synergy_Bliss=-8.83, Synergy_Loewe=-16.1, Synergy_HSA=-6.37.